Dataset: Full USPTO retrosynthesis dataset with 1.9M reactions from patents (1976-2016). Task: Predict the reactants needed to synthesize the given product. (1) Given the product [F:1][C:2]1[CH:7]=[C:6]([N+:8]([O-:10])=[O:9])[CH:5]=[CH:4][C:3]=1[CH2:11][CH2:12][CH2:13][C:14]([OH:16])=[O:15], predict the reactants needed to synthesize it. The reactants are: [F:1][C:2]1[CH:7]=[C:6]([N+:8]([O-:10])=[O:9])[CH:5]=[CH:4][C:3]=1[CH2:11][CH2:12][CH2:13][C:14]([O:16]C)=[O:15].[OH-].[Na+]. (2) Given the product [C:1]1([CH:7]([NH2:29])[C:8]2[CH:13]=[CH:12][C:11]([C:14]3[N:22]=[CH:21][N:20]=[C:19]4[C:15]=3[N:16]=[CH:17][NH:18]4)=[CH:10][CH:9]=2)[CH:2]=[CH:3][CH:4]=[CH:5][CH:6]=1, predict the reactants needed to synthesize it. The reactants are: [C:1]1([CH:7]([NH:29]S(C(C)(C)C)=O)[C:8]2[CH:13]=[CH:12][C:11]([C:14]3[N:22]=[CH:21][N:20]=[C:19]4[C:15]=3[N:16]=[CH:17][N:18]4C3CCCCO3)=[CH:10][CH:9]=2)[CH:6]=[CH:5][CH:4]=[CH:3][CH:2]=1.Cl. (3) Given the product [Br:1][C:2]1[CH:3]=[CH:4][C:5]2[O:9][C:8]([C:10](=[O:12])[NH2:11])=[C:7]([NH:13][C:14]([C:16]3[N:41]=[C:37]([CH2:36][NH:35][C:33](=[O:34])[O:32][C:28]([CH3:30])([CH3:29])[CH3:31])[S:38][CH:19]=3)=[O:15])[C:6]=2[CH:27]=1, predict the reactants needed to synthesize it. The reactants are: [Br:1][C:2]1[CH:3]=[CH:4][C:5]2[O:9][C:8]([C:10](=[O:12])[NH2:11])=[C:7]([NH:13][C:14]([CH:16]3[CH2:19]N(C(OC(C)(C)C)=O)C3)=[O:15])[C:6]=2[CH:27]=1.[C:28]([O:32][C:33]([NH:35][CH2:36][C:37]1[S:38]C=C(C(O)=O)[N:41]=1)=[O:34])([CH3:31])([CH3:30])[CH3:29].C(N1CC(C(O)=O)C1)(OC(C)(C)C)=O. (4) Given the product [CH3:15][N:16]([CH3:18])[CH:17]=[CH:8][C:7]([C:6]1[C:2]([I:1])=[N:3][N:4]([CH:10]([CH3:12])[CH3:11])[CH:5]=1)=[O:9], predict the reactants needed to synthesize it. The reactants are: [I:1][C:2]1[C:6]([C:7](=[O:9])[CH3:8])=[CH:5][N:4]([CH:10]([CH3:12])[CH3:11])[N:3]=1.CO[CH:15](OC)[N:16]([CH3:18])[CH3:17]. (5) Given the product [NH2:22][C@H:19]([CH2:20][CH:6]1[CH2:7][CH2:8][CH2:9][CH2:10][CH2:11]1)[CH:17]([OH:16])[C:18]([NH:13][NH:37][CH2:30][C:31]1[CH:36]=[CH:35][CH:34]=[CH:33][CH:32]=1)=[O:1], predict the reactants needed to synthesize it. The reactants are: [OH2:1].ON1[C:7]2[CH:8]=[CH:9][CH:10]=[CH:11][C:6]=2N=N1.C[N:13]1[CH2:18][CH2:17][O:16]CC1.[CH:19]([N:22]=C=NC(C)C)(C)[CH3:20].Cl.Cl.[CH2:30]([NH:37]N)[C:31]1[CH:36]=[CH:35][CH:34]=[CH:33][CH:32]=1. (6) Given the product [I-:35].[O:2]1[C@@H:14]2[C@@:15]34[CH2:17][CH2:18][N@@+:19]([CH2:20][CH3:21])([CH3:34])[C@@H:9]([C@:10]3([O:23][CH2:24][CH2:25][CH2:26][C:27]3[CH:28]=[CH:29][CH:30]=[CH:31][CH:32]=3)[CH2:11][CH2:12][C:13]2=[O:22])[CH2:8][C:7]2=[C:16]4[C:3]1=[C:4]([OH:33])[CH:5]=[CH:6]2, predict the reactants needed to synthesize it. The reactants are: Cl.[O:2]1[C@@H:14]2[C@@:15]34[CH2:17][CH2:18][N:19]([CH2:20][CH3:21])[C@@H:9]([C@:10]3([O:23][CH2:24][CH2:25][CH2:26][C:27]3[CH:32]=[CH:31][CH:30]=[CH:29][CH:28]=3)[CH2:11][CH2:12][C:13]2=[O:22])[CH2:8][C:7]2=[C:16]4[C:3]1=[C:4]([OH:33])[CH:5]=[CH:6]2.[CH3:34][I:35]. (7) Given the product [CH2:1]([O:8][CH2:9][CH2:10][CH2:11][C:12]([OH:15])=[O:13])[C:2]1[CH:7]=[CH:6][CH:5]=[CH:4][CH:3]=1, predict the reactants needed to synthesize it. The reactants are: [CH2:1]([O:8][CH2:9][CH2:10][CH2:11][CH2:12][OH:13])[C:2]1[CH:7]=[CH:6][CH:5]=[CH:4][CH:3]=1.P([O-])([O-])([O-])=[O:15].Cl([O-])=O.[Na+].Cl[O-].[Na+].[OH-].[Na+].S([O-])([O-])(=O)=O.[Na+].[Na+]. (8) Given the product [CH3:27][N:24]1[CH2:23][CH2:22][N:21]([C:17]2[C:18]3[C:13](=[CH:12][C:11]4[CH2:10][CH2:9][NH:8][C:20]=4[CH:19]=3)[CH:14]=[CH:15][N:16]=2)[CH2:26][CH2:25]1, predict the reactants needed to synthesize it. The reactants are: C([N:8]1[C:20]2[CH:19]=[C:18]3[C:13]([CH:14]=[CH:15][N:16]=[C:17]3[N:21]3[CH2:26][CH2:25][N:24]([CH3:27])[CH2:23][CH2:22]3)=[CH:12][C:11]=2[CH2:10][CH2:9]1)C1C=CC=CC=1.C([O-])=O.[NH4+]. (9) The reactants are: [C:1](/[N:3]=[C:4](\[O:14][C:15]1[CH:20]=[CH:19][CH:18]=[CH:17][CH:16]=1)/[NH:5][C:6]1[CH:11]=[CH:10][C:9]([F:12])=[C:8]([F:13])[CH:7]=1)#[N:2].Br[CH2:22][CH2:23][CH2:24][O:25][CH:26]1[CH2:31][CH2:30][CH2:29][CH2:28][O:27]1.C(=O)([O-])[O-].[K+].[N+3].C(=O)([O-])[O-].C(=O)([O-])[O-].[K+].[K+]. Given the product [C:1](/[N:3]=[C:4](\[O:14][C:15]1[CH:20]=[CH:19][CH:18]=[CH:17][CH:16]=1)/[N:5]([C:6]1[CH:11]=[CH:10][C:9]([F:12])=[C:8]([F:13])[CH:7]=1)[CH2:22][CH2:23][CH2:24][O:25][CH:26]1[CH2:31][CH2:30][CH2:29][CH2:28][O:27]1)#[N:2], predict the reactants needed to synthesize it.